This data is from Forward reaction prediction with 1.9M reactions from USPTO patents (1976-2016). The task is: Predict the product of the given reaction. Given the reactants C1(C)C=CC=CC=1.Br[C:9]1[N:14]=[C:13]([O:15][CH2:16][CH2:17][O:18][C:19]2[CH:26]=[CH:25][C:22]([CH:23]=[O:24])=[CH:21][CH:20]=2)[CH:12]=[CH:11][CH:10]=1.C(=O)([O-])[O-].[Na+].[Na+].[F:33][C:34]1[CH:39]=[C:38]([F:40])[CH:37]=[CH:36][C:35]=1C1C=CC=CC=1B(O)O, predict the reaction product. The product is: [F:33][C:34]1[CH:39]=[C:38]([F:40])[CH:37]=[CH:36][C:35]=1[C:9]1[N:14]=[C:13]([O:15][CH2:16][CH2:17][O:18][C:19]2[CH:26]=[CH:25][C:22]([CH:23]=[O:24])=[CH:21][CH:20]=2)[CH:12]=[CH:11][CH:10]=1.